The task is: Regression. Given a peptide amino acid sequence and an MHC pseudo amino acid sequence, predict their binding affinity value. This is MHC class II binding data.. This data is from Peptide-MHC class II binding affinity with 134,281 pairs from IEDB. The peptide sequence is AAPEAARSLASSLPG. The MHC is DRB1_1101 with pseudo-sequence DRB1_1101. The binding affinity (normalized) is 0.127.